Dataset: NCI-60 drug combinations with 297,098 pairs across 59 cell lines. Task: Regression. Given two drug SMILES strings and cell line genomic features, predict the synergy score measuring deviation from expected non-interaction effect. (1) Drug 1: CC(CN1CC(=O)NC(=O)C1)N2CC(=O)NC(=O)C2. Drug 2: CN(C)C1=NC(=NC(=N1)N(C)C)N(C)C. Cell line: NCI-H226. Synergy scores: CSS=8.01, Synergy_ZIP=-3.12, Synergy_Bliss=0.643, Synergy_Loewe=-8.06, Synergy_HSA=-1.76. (2) Drug 1: CC1=C(C(=CC=C1)Cl)NC(=O)C2=CN=C(S2)NC3=CC(=NC(=N3)C)N4CCN(CC4)CCO. Drug 2: C(CN)CNCCSP(=O)(O)O. Cell line: MALME-3M. Synergy scores: CSS=-1.91, Synergy_ZIP=-1.22, Synergy_Bliss=-5.76, Synergy_Loewe=-4.72, Synergy_HSA=-6.60. (3) Synergy scores: CSS=7.32, Synergy_ZIP=-1.14, Synergy_Bliss=3.53, Synergy_Loewe=2.88, Synergy_HSA=3.59. Drug 1: CC1=C(C=C(C=C1)NC2=NC=CC(=N2)N(C)C3=CC4=NN(C(=C4C=C3)C)C)S(=O)(=O)N.Cl. Cell line: SN12C. Drug 2: CN(C)N=NC1=C(NC=N1)C(=O)N. (4) Drug 1: C#CCC(CC1=CN=C2C(=N1)C(=NC(=N2)N)N)C3=CC=C(C=C3)C(=O)NC(CCC(=O)O)C(=O)O. Drug 2: C1CC(=O)NC(=O)C1N2C(=O)C3=CC=CC=C3C2=O. Cell line: NCI-H322M. Synergy scores: CSS=-1.86, Synergy_ZIP=0.918, Synergy_Bliss=-1.16, Synergy_Loewe=-0.234, Synergy_HSA=-3.53. (5) Synergy scores: CSS=50.3, Synergy_ZIP=-1.69, Synergy_Bliss=-4.20, Synergy_Loewe=-36.4, Synergy_HSA=-2.75. Cell line: SNB-19. Drug 1: COC1=CC(=CC(=C1O)OC)C2C3C(COC3=O)C(C4=CC5=C(C=C24)OCO5)OC6C(C(C7C(O6)COC(O7)C8=CC=CS8)O)O. Drug 2: C1=NC2=C(N1)C(=S)N=C(N2)N. (6) Drug 1: CC1=C(C=C(C=C1)NC2=NC=CC(=N2)N(C)C3=CC4=NN(C(=C4C=C3)C)C)S(=O)(=O)N.Cl. Drug 2: CC1C(C(CC(O1)OC2CC(CC3=C2C(=C4C(=C3O)C(=O)C5=C(C4=O)C(=CC=C5)OC)O)(C(=O)CO)O)N)O.Cl. Cell line: SK-MEL-28. Synergy scores: CSS=59.2, Synergy_ZIP=3.24, Synergy_Bliss=3.82, Synergy_Loewe=4.29, Synergy_HSA=5.90. (7) Drug 1: COC1=CC(=CC(=C1O)OC)C2C3C(COC3=O)C(C4=CC5=C(C=C24)OCO5)OC6C(C(C7C(O6)COC(O7)C8=CC=CS8)O)O. Drug 2: CN(C)C1=NC(=NC(=N1)N(C)C)N(C)C. Cell line: SW-620. Synergy scores: CSS=31.7, Synergy_ZIP=-0.399, Synergy_Bliss=-2.37, Synergy_Loewe=-40.6, Synergy_HSA=-4.59.